This data is from CYP3A4 inhibition data for predicting drug metabolism from PubChem BioAssay. The task is: Regression/Classification. Given a drug SMILES string, predict its absorption, distribution, metabolism, or excretion properties. Task type varies by dataset: regression for continuous measurements (e.g., permeability, clearance, half-life) or binary classification for categorical outcomes (e.g., BBB penetration, CYP inhibition). Dataset: cyp3a4_veith. (1) The compound is CCc1ccccc1NC(=O)CSc1nc(-c2ccccc2)nn1C(=O)c1cccc([N+](=O)[O-])c1. The result is 0 (non-inhibitor). (2) The drug is C[C@@]12CCC(=O)C=C1CC[C@H]1[C@H]2CC[C@]2(C)[C@](O)(C(=O)CO)CC[C@@]12O. The result is 0 (non-inhibitor). (3) The drug is O=C1[C@H]2CC[C@H]3/C(=N\OCc4ccccc4)C[C@@H](O)[C@@H](O)[C@@H]3[C@@H]2C(=O)N1c1cccc(Oc2ccccc2)c1. The result is 0 (non-inhibitor). (4) The result is 0 (non-inhibitor). The molecule is CCCCCn1nc(-c2ccccc2)c2nc3ccccc3nc21.